Predict the reactants needed to synthesize the given product. From a dataset of Full USPTO retrosynthesis dataset with 1.9M reactions from patents (1976-2016). (1) Given the product [CH3:18][N:17]([CH2:16][C:4]1[C:5]([C:7]2[CH:12]=[CH:11][C:10]([N+:13]([O-:15])=[O:14])=[CH:9][CH:8]=2)=[CH:6][N:2]([NH:1][C:33]([NH:44][C:45]2[N:46]=[N:47][C:48]([O:51][CH3:52])=[CH:49][CH:50]=2)=[O:35])[C:3]=1[C:20]([O:22][CH2:23][CH3:24])=[O:21])[CH3:19], predict the reactants needed to synthesize it. The reactants are: [NH2:1][N:2]1[CH:6]=[C:5]([C:7]2[CH:12]=[CH:11][C:10]([N+:13]([O-:15])=[O:14])=[CH:9][CH:8]=2)[C:4]([CH2:16][N:17]([CH3:19])[CH3:18])=[C:3]1[C:20]([O:22][CH2:23][CH3:24])=[O:21].C(N(CC)CC)C.Cl[C:33](Cl)([O:35]C(=O)OC(Cl)(Cl)Cl)Cl.[NH2:44][C:45]1[N:46]=[N:47][C:48]([O:51][CH3:52])=[CH:49][CH:50]=1. (2) Given the product [CH3:1][N:2]1[C:10]([C:11]2[CH:16]=[CH:15][C:14]([O:17][C:18]([F:21])([F:19])[F:20])=[CH:13][CH:12]=2)=[C:9]2[C:4]([C:5]3[CH:25]=[CH:24][C:23]([CH:26]=[O:28])=[CH:22][C:6]=3[CH2:7][CH2:8]2)=[N:3]1, predict the reactants needed to synthesize it. The reactants are: [CH3:1][N:2]1[CH:10]([C:11]2[CH:16]=[CH:15][C:14]([O:17][C:18]([F:21])([F:20])[F:19])=[CH:13][CH:12]=2)[CH:9]2[C:4]([C:5]3[CH:25]=[CH:24][C:23]([CH:26]=C)=[CH:22][C:6]=3[CH2:7][CH2:8]2)=[N:3]1.[OH2:28]. (3) The reactants are: [C:1]1([S:7]([N:10]([CH2:21][CH:22]([C:24]2[CH:29]=[CH:28][CH:27]=[C:26]([Br:30])[CH:25]=2)O)[CH2:11][C:12]([NH:14][C:15]2[CH:20]=[CH:19][CH:18]=[CH:17][CH:16]=2)=[O:13])(=[O:9])=[O:8])[CH:6]=[CH:5][CH:4]=[CH:3][CH:2]=1.C1(P(C2C=CC=CC=2)C2C=CC=CC=2)C=CC=CC=1.CCOC(/N=N/C(OCC)=O)=O. Given the product [C:1]1([S:7]([N:10]2[CH2:21][CH:22]([C:24]3[CH:29]=[CH:28][CH:27]=[C:26]([Br:30])[CH:25]=3)[N:14]([C:15]3[CH:20]=[CH:19][CH:18]=[CH:17][CH:16]=3)[C:12](=[O:13])[CH2:11]2)(=[O:9])=[O:8])[CH:6]=[CH:5][CH:4]=[CH:3][CH:2]=1, predict the reactants needed to synthesize it. (4) Given the product [Br:6][C:7]1[CH:15]=[CH:14][CH:13]=[C:12]2[C:8]=1[CH:9]=[N:10][N:11]2[C:17]1[C:26]2[C:21](=[CH:22][C:23]([O:29][CH3:30])=[C:24]([O:27][CH3:28])[CH:25]=2)[N:20]=[N:19][CH:18]=1, predict the reactants needed to synthesize it. The reactants are: C([Li])CCC.[Br:6][C:7]1[CH:15]=[CH:14][CH:13]=[C:12]2[C:8]=1[CH:9]=[N:10][NH:11]2.Br[C:17]1[C:26]2[C:21](=[CH:22][C:23]([O:29][CH3:30])=[C:24]([O:27][CH3:28])[CH:25]=2)[N:20]=[N:19][CH:18]=1.C(N(CC)CC)C. (5) Given the product [C:7]([O:10][CH:11]([O:22][C:23](=[O:25])[CH3:24])[C:12]1[CH:13]=[CH:14][C:15]([S:18]([N:1]2[CH2:6][CH2:5][O:4][CH2:3][CH2:2]2)(=[O:19])=[O:20])=[CH:16][CH:17]=1)(=[O:9])[CH3:8], predict the reactants needed to synthesize it. The reactants are: [NH:1]1[CH2:6][CH2:5][O:4][CH2:3][CH2:2]1.[C:7]([O:10][CH:11]([O:22][C:23](=[O:25])[CH3:24])[C:12]1[CH:17]=[CH:16][C:15]([S:18](Cl)(=[O:20])=[O:19])=[CH:14][CH:13]=1)(=[O:9])[CH3:8]. (6) Given the product [CH2:1]([O:8][C:9]1[CH:10]=[C:11]([CH2:29][CH2:30][NH:31][C:32](=[O:39])[C:33]2[CH:38]=[CH:37][CH:36]=[CH:35][CH:34]=2)[CH:12]=[CH:13][C:14]=1[N:15]1[CH2:19][C:18](=[O:20])[NH:17][S:16]1(=[O:28])=[O:27])[C:2]1[CH:3]=[CH:4][CH:5]=[CH:6][CH:7]=1, predict the reactants needed to synthesize it. The reactants are: [CH2:1]([O:8][C:9]1[CH:10]=[C:11]([CH2:29][CH2:30][NH:31][C:32](=[O:39])[C:33]2[CH:38]=[CH:37][CH:36]=[CH:35][CH:34]=2)[CH:12]=[CH:13][C:14]=1[N:15]1[CH2:19][C:18](=[O:20])[N:17](CC[Si](C)(C)C)[S:16]1(=[O:28])=[O:27])[C:2]1[CH:7]=[CH:6][CH:5]=[CH:4][CH:3]=1.CCCC[N+](CCCC)(CCCC)CCCC.[F-].Cl. (7) Given the product [Cl:19][C:20]1[CH:21]=[CH:22][C:23]([N:26]2[CH2:31][CH2:30][N:29]([CH2:2][CH2:3][CH2:4][CH2:5][C:6]3([CH2:17][CH3:18])[C:14]4[C:9](=[CH:10][C:11]([F:15])=[CH:12][CH:13]=4)[NH:8][C:7]3=[O:16])[CH2:28][CH2:27]2)=[CH:24][CH:25]=1, predict the reactants needed to synthesize it. The reactants are: Cl[CH2:2][CH2:3][CH2:4][CH2:5][C:6]1([CH2:17][CH3:18])[C:14]2[C:9](=[CH:10][C:11]([F:15])=[CH:12][CH:13]=2)[NH:8][C:7]1=[O:16].[Cl:19][C:20]1[CH:25]=[CH:24][C:23]([N:26]2[CH2:31][CH2:30][NH:29][CH2:28][CH2:27]2)=[CH:22][CH:21]=1. (8) The reactants are: CC1C=CC(S([O:11][CH2:12][CH2:13][O:14][CH:15]2[CH2:20][CH2:19][N:18](C(OCC3C=CC=CC=3)=O)[CH2:17][CH2:16]2)(=O)=O)=CC=1.[O:31]1[CH2:35][CH2:34][C@@H:33](O)[CH2:32]1. Given the product [O:31]1[CH2:35][CH2:34][C@@H:33]([O:11][CH2:12][CH2:13][O:14][CH:15]2[CH2:16][CH2:17][NH:18][CH2:19][CH2:20]2)[CH2:32]1, predict the reactants needed to synthesize it. (9) The reactants are: [BH4-].[Na+].[CH2:3]([O:10][CH2:11][CH:12]1[O:16][C:15](=[O:17])[CH2:14][CH2:13]1)[C:4]1[CH:9]=[CH:8][CH:7]=[CH:6][CH:5]=1.[Cl-].[Ca+2].[Cl-].Cl. Given the product [CH2:3]([O:10][CH2:11][CH:12]([OH:16])[CH2:13][CH2:14][CH2:15][OH:17])[C:4]1[CH:9]=[CH:8][CH:7]=[CH:6][CH:5]=1, predict the reactants needed to synthesize it. (10) Given the product [CH3:15][N:4]1[C:3](=[O:16])[C:2]([NH:29][C:26]2[CH:27]=[N:28][C:23]([N:17]3[CH2:18][CH2:19][O:20][CH2:21][CH2:22]3)=[CH:24][CH:25]=2)=[C:6]([C:7]2[CH:12]=[CH:11][CH:10]=[CH:9][CH:8]=2)[S:5]1(=[O:14])=[O:13], predict the reactants needed to synthesize it. The reactants are: Cl[C:2]1[C:3](=[O:16])[N:4]([CH3:15])[S:5](=[O:14])(=[O:13])[C:6]=1[C:7]1[CH:12]=[CH:11][CH:10]=[CH:9][CH:8]=1.[N:17]1([C:23]2[N:28]=[CH:27][C:26]([NH2:29])=[CH:25][CH:24]=2)[CH2:22][CH2:21][O:20][CH2:19][CH2:18]1.